From a dataset of Forward reaction prediction with 1.9M reactions from USPTO patents (1976-2016). Predict the product of the given reaction. Given the reactants C(OC([O:6][C:7]1[CH:12]=[CH:11][C:10](/[CH:13]=[CH:14]/[C:15]([O:17][C:18]2[CH:23]=[CH:22][C:21]([O:24][CH2:25][CH2:26][CH2:27][CH2:28][CH3:29])=[CH:20][CH:19]=2)=[O:16])=[CH:9][CH:8]=1)=O)C.N1C=CC=CC=1.[OH-].[NH4+].Cl, predict the reaction product. The product is: [OH:6][C:7]1[CH:8]=[CH:9][C:10](/[CH:13]=[CH:14]/[C:15]([O:17][C:18]2[CH:19]=[CH:20][C:21]([O:24][CH2:25][CH2:26][CH2:27][CH2:28][CH3:29])=[CH:22][CH:23]=2)=[O:16])=[CH:11][CH:12]=1.